Predict the product of the given reaction. From a dataset of Forward reaction prediction with 1.9M reactions from USPTO patents (1976-2016). (1) Given the reactants C([O:3][C:4]1[CH:9]=[C:8]([F:10])[CH:7]=[CH:6][C:5]=1[O:11][CH2:12][C@@H:13]1[CH2:15][O:14]1)=O, predict the reaction product. The product is: [F:10][C:8]1[CH:7]=[CH:6][C:5]2[O:11][CH2:12][C@H:13]([CH2:15][OH:14])[O:3][C:4]=2[CH:9]=1. (2) The product is: [CH2:1]([C:5]1[N:6]=[C:7]([CH3:34])[N:8]([C:27]2[CH:32]=[CH:31][C:30]([O:33][C:36]([CH3:43])([CH3:42])[C:37]([O:39][CH2:40][CH3:41])=[O:38])=[CH:29][CH:28]=2)[C:9](=[O:26])[C:10]=1[CH2:11][C:12]1[CH:13]=[CH:14][C:15]([C:18]2[CH:23]=[CH:22][CH:21]=[CH:20][C:19]=2[C:24]#[N:25])=[CH:16][CH:17]=1)[CH2:2][CH2:3][CH3:4]. Given the reactants [CH2:1]([C:5]1[N:6]=[C:7]([CH3:34])[N:8]([C:27]2[CH:32]=[CH:31][C:30]([OH:33])=[CH:29][CH:28]=2)[C:9](=[O:26])[C:10]=1[CH2:11][C:12]1[CH:17]=[CH:16][C:15]([C:18]2[C:19]([C:24]#[N:25])=[CH:20][CH:21]=[CH:22][CH:23]=2)=[CH:14][CH:13]=1)[CH2:2][CH2:3][CH3:4].Br[C:36]([CH3:43])([CH3:42])[C:37]([O:39][CH2:40][CH3:41])=[O:38].C(=O)([O-])[O-].[Cs+].[Cs+], predict the reaction product. (3) Given the reactants [CH3:1][O:2][C:3]([CH:5]1[CH2:13][C:12]2[C:7](=[CH:8][CH:9]=[CH:10][C:11]=2[S:14](Cl)(=[O:16])=[O:15])[CH2:6]1)=[O:4].C(=O)([O-])[O-].[K+].[K+].[CH2:24]([C:26]1[CH:27]=[N:28][C:29]([N:32]([CH2:36][C:37]2[CH:42]=[CH:41][C:40]([O:43][C:44]([F:47])([F:46])[F:45])=[CH:39][CH:38]=2)[CH2:33][CH2:34][NH2:35])=[N:30][CH:31]=1)[CH3:25], predict the reaction product. The product is: [CH3:1][O:2][C:3]([CH:5]1[CH2:13][C:12]2[C:7](=[CH:8][CH:9]=[CH:10][C:11]=2[S:14](=[O:16])(=[O:15])[NH:35][CH2:34][CH2:33][N:32]([C:29]2[N:28]=[CH:27][C:26]([CH2:24][CH3:25])=[CH:31][N:30]=2)[CH2:36][C:37]2[CH:42]=[CH:41][C:40]([O:43][C:44]([F:45])([F:47])[F:46])=[CH:39][CH:38]=2)[CH2:6]1)=[O:4]. (4) The product is: [F:48][C:47]([F:50])([F:49])[C:45]([OH:51])=[O:46].[NH2:8][CH2:9][C:10]1[CH:11]=[C:12]([C:16]2[CH:21]=[C:20]([CH2:22][CH:23]=[O:24])[CH:19]=[C:18]([O:25][C:26]3[N:31]=[C:30]([O:32][C@H:33]([CH2:41][CH3:42])[C:34]([OH:36])=[O:35])[C:29]([F:43])=[CH:28][C:27]=3[F:44])[CH:17]=2)[CH:13]=[CH:14][CH:15]=1. Given the reactants C(OC([NH:8][CH2:9][C:10]1[CH:11]=[C:12]([C:16]2[CH:21]=[C:20]([CH2:22][CH:23]=[O:24])[CH:19]=[C:18]([O:25][C:26]3[N:31]=[C:30]([O:32][C@H:33]([CH2:41][CH3:42])[C:34]([O:36]C(C)(C)C)=[O:35])[C:29]([F:43])=[CH:28][C:27]=3[F:44])[CH:17]=2)[CH:13]=[CH:14][CH:15]=1)=O)(C)(C)C.[C:45]([OH:51])([C:47]([F:50])([F:49])[F:48])=[O:46], predict the reaction product. (5) Given the reactants [CH3:1][O:2][C:3]([CH:5]1[CH2:9][N:8](C(OCC2C=CC=CC=2)=O)[CH:7]2[CH2:20][CH2:21][N:22]([C:23](=[O:45])[CH:24]([NH:31][C:32](=[O:44])[CH:33]([N:35]([C:37]([O:39][C:40]([CH3:43])([CH3:42])[CH3:41])=[O:38])[CH3:36])[CH3:34])[CH:25]3[CH2:30][CH2:29][CH2:28][CH2:27][CH2:26]3)[CH:6]12)=[O:4], predict the reaction product. The product is: [CH3:1][O:2][C:3]([CH:5]1[CH2:9][NH:8][CH:7]2[CH2:20][CH2:21][N:22]([C:23](=[O:45])[CH:24]([NH:31][C:32](=[O:44])[CH:33]([N:35]([C:37]([O:39][C:40]([CH3:42])([CH3:41])[CH3:43])=[O:38])[CH3:36])[CH3:34])[CH:25]3[CH2:30][CH2:29][CH2:28][CH2:27][CH2:26]3)[CH:6]12)=[O:4]. (6) Given the reactants [NH2:1][CH2:2][CH2:3][NH:4][C:5]([C:7]1[CH:11]=[C:10]([C:12]2[CH:17]=[C:16]([O:18][C:19]3[CH:24]=[CH:23][C:22]([NH:25][C:26]([NH:28][C:29]4[CH:34]=[C:33]([CH3:35])[CH:32]=[CH:31][C:30]=4[F:36])=[O:27])=[C:21]([F:37])[CH:20]=3)[CH:15]=[CH:14][N:13]=2)[NH:9][CH:8]=1)=[O:6].C(N(CC)C(C)C)(C)C.Br[CH2:48][C:49]([O:51][CH3:52])=[O:50].[OH2:53].C1[CH2:58][O:57][CH2:56][CH2:55]1, predict the reaction product. The product is: [F:37][C:21]1[CH:20]=[C:19]([CH:24]=[CH:23][C:22]=1[NH:25][C:26]([NH:28][C:29]1[CH:34]=[C:33]([CH3:35])[CH:32]=[CH:31][C:30]=1[F:36])=[O:27])[O:18][C:16]1[CH:15]=[CH:14][N:13]=[C:12]([C:10]2[NH:9][CH:8]=[C:7]([C:5]([NH:4][CH2:3][CH2:2][N:1]([CH2:55][C:56]([O:57][CH3:58])=[O:53])[CH2:48][C:49]([O:51][CH3:52])=[O:50])=[O:6])[CH:11]=2)[CH:17]=1.